Task: Predict the reactants needed to synthesize the given product.. Dataset: Full USPTO retrosynthesis dataset with 1.9M reactions from patents (1976-2016) (1) Given the product [NH:41]1[CH:40]=[C:37]([CH2:38][CH2:39][N:34]([CH2:29][CH2:30][CH2:31][CH2:32][CH3:33])[C:35](=[O:43])[CH3:4])[N:36]=[CH:42]1, predict the reactants needed to synthesize it. The reactants are: Cl.Cl.N[CH2:4]CC1N=CNC=1.C1N=CN2C=1CCNC2=O.C(I)CCCC.[H-].[Na+].[CH2:29]([N:34]1[CH2:39][CH2:38][C:37]2=[CH:40][N:41]=[CH:42][N:36]2[C:35]1=[O:43])[CH2:30][CH2:31][CH2:32][CH3:33].[OH-].[K+]. (2) The reactants are: [CH:1]1[C:23]2=[C:24]3[C:4]4[C:5]([CH:17]=[CH:18][C:19]3=[C:20](S([O-])(=O)=O)[CH:21]=[C:22]2[OH:25])=[C:6](S([O-])(=O)=O)[CH:7]=[C:8](S([O-])(=O)=O)[C:3]=4[CH:2]=1.[Na+:30].[Na+].[Na+].[S:33](=O)(=[O:36])([OH:35])[OH:34]. Given the product [OH:25][C:22]1[CH:21]=[CH:20][C:19]2[C:24]3=[C:4]4[C:5]([CH:6]=[CH:7][CH:8]=[C:3]4[C:2]([S:33]([O-:36])(=[O:35])=[O:34])=[CH:1][C:23]=13)=[CH:17][CH:18]=2.[Na+:30], predict the reactants needed to synthesize it.